Predict which catalyst facilitates the given reaction. From a dataset of Catalyst prediction with 721,799 reactions and 888 catalyst types from USPTO. (1) Reactant: [NH2:1][C@H:2]([C:8]([O-:10])=[O:9])[CH2:3][CH2:4][CH2:5][CH2:6][NH2:7].[Mg+2:11].[NH2:12][C@H:13]([C:19]([O-:21])=[O:20])[CH2:14][CH2:15][CH2:16][CH2:17][NH2:18].[C:22]([OH:41])(=[O:40])[CH2:23][CH2:24][CH2:25][CH2:26][CH2:27][CH2:28][CH2:29][CH2:30][CH2:31][CH2:32][CH2:33][CH2:34][CH2:35][CH2:36][CH2:37][CH2:38][CH3:39]. Product: [C:22]([OH:41])(=[O:40])[CH2:23][CH2:24][CH2:25][CH2:26][CH2:27][CH2:28][CH2:29][CH2:30][CH2:31][CH2:32][CH2:33][CH2:34][CH2:35][CH2:36][CH2:37][CH2:38][CH3:39].[C:22]([OH:41])(=[O:40])[CH2:23][CH2:24][CH2:25][CH2:26][CH2:27][CH2:28][CH2:29][CH2:30][CH2:31][CH2:32][CH2:33][CH2:34][CH2:35][CH2:36][CH2:37][CH2:38][CH3:39].[NH2:1][C@H:2]([C:8]([O-:10])=[O:9])[CH2:3][CH2:4][CH2:5][CH2:6][NH2:7].[Mg+2:11].[NH2:12][C@H:13]([C:19]([O-:21])=[O:20])[CH2:14][CH2:15][CH2:16][CH2:17][NH2:18]. The catalyst class is: 125. (2) Reactant: [H-].[Al+3].[Li+].[H-].[H-].[H-].C([O:9][C:10](=O)[C:11]([OH:30])([C:26]([F:29])([F:28])[F:27])[CH2:12][C:13]([C:16]1[C:24]2[O:23][CH2:22][CH2:21][C:20]=2[CH:19]=[C:18]([Br:25])[CH:17]=1)([CH3:15])[CH3:14])C. Product: [Br:25][C:18]1[CH:17]=[C:16]([C:13]([CH3:15])([CH3:14])[CH2:12][C:11]([C:26]([F:29])([F:27])[F:28])([OH:30])[CH2:10][OH:9])[C:24]2[O:23][CH2:22][CH2:21][C:20]=2[CH:19]=1. The catalyst class is: 1.